This data is from Reaction yield outcomes from USPTO patents with 853,638 reactions. The task is: Predict the reaction yield, written as a fraction of the theoretical maximum amount of product (1.0 means a 100% yield; for example, 0.34 means a 34% yield). (1) The reactants are C([O:8][C:9]1[CH:10]=[C:11]([C:15]([CH2:21][O:22][CH3:23])=[CH:16][C:17]([O:19][CH3:20])=[O:18])[CH:12]=[CH:13][CH:14]=1)C1C=CC=CC=1. The catalyst is CCOC(C)=O.[Pd]. The product is [OH:8][C:9]1[CH:10]=[C:11]([CH:15]([CH2:21][O:22][CH3:23])[CH2:16][C:17]([O:19][CH3:20])=[O:18])[CH:12]=[CH:13][CH:14]=1. The yield is 0.760. (2) The reactants are [CH:1]1([N:4]([CH:41]2[CH2:43][CH2:42]2)[C:5]([C:7]2[N:38]([CH2:39][CH3:40])[C:10]3=[N:11][C:12]([N:19](CC4C=CC(OC)=CC=4OC)C(=O)OC(C)(C)C)=[C:13]4[N:17]=[CH:16][N:15]([CH3:18])[C:14]4=[C:9]3[CH:8]=2)=[O:6])[CH2:3][CH2:2]1.C(O)(C(F)(F)F)=O. The catalyst is ClCCl. The product is [NH2:19][C:12]1[N:11]=[C:10]2[N:38]([CH2:39][CH3:40])[C:7]([C:5]([N:4]([CH:41]3[CH2:43][CH2:42]3)[CH:1]3[CH2:3][CH2:2]3)=[O:6])=[CH:8][C:9]2=[C:14]2[N:15]([CH3:18])[CH:16]=[N:17][C:13]=12. The yield is 0.790. (3) The reactants are Cl.[C:2]1([C@@H:14]2[CH2:18][CH2:17][C@H:16]([NH2:19])[CH2:15]2)[N:6]2[C:7]3[CH:13]=[CH:12][NH:11][C:8]=3[N:9]=[CH:10][C:5]2=[N:4][N:3]=1.[CH:20]1([S:23](Cl)(=[O:25])=[O:24])[CH2:22][CH2:21]1. The catalyst is CN(C=O)C.O. The product is [C:2]1([C@@H:14]2[CH2:18][CH2:17][C@H:16]([NH:19][S:23]([CH:20]3[CH2:22][CH2:21]3)(=[O:25])=[O:24])[CH2:15]2)[N:6]2[C:7]3[CH:13]=[CH:12][NH:11][C:8]=3[N:9]=[CH:10][C:5]2=[N:4][N:3]=1. The yield is 0.640. (4) The reactants are [N:1]([C:4]1[CH:9]=[CH:8][CH:7]=[C:6]([CH2:10][CH:11]=[CH2:12])[C:5]=1[O:13][CH2:14][C:15]#[C:16][CH3:17])=[N+:2]=[N-:3]. The catalyst is C1(C)C=CC=CC=1. The product is [CH3:17][C:16]1[N:3]=[N:2][N:1]2[C:4]3[CH:9]=[CH:8][CH:7]=[C:6]([CH2:10][CH:11]=[CH2:12])[C:5]=3[O:13][CH2:14][C:15]=12. The yield is 0.820. (5) The reactants are [F:1][C:2]([F:16])([O:6][C:7]1[CH:8]=[C:9]([C:13](=O)[CH3:14])[CH:10]=[CH:11][CH:12]=1)[CH:3]([F:5])[F:4].[CH3:17][C:18]([S@:21]([NH2:23])=[O:22])([CH3:20])[CH3:19]. No catalyst specified. The product is [CH3:17][C:18]([S@:21]([NH:23][CH:13]([C:9]1[CH:10]=[CH:11][CH:12]=[C:7]([O:6][C:2]([F:16])([F:1])[CH:3]([F:5])[F:4])[CH:8]=1)[CH3:14])=[O:22])([CH3:20])[CH3:19]. The yield is 0.810.